Dataset: Retrosynthesis with 50K atom-mapped reactions and 10 reaction types from USPTO. Task: Predict the reactants needed to synthesize the given product. (1) Given the product Cc1cc(C=O)ccc1OCC1CCC1, predict the reactants needed to synthesize it. The reactants are: BrCC1CCC1.Cc1cc(C=O)ccc1O. (2) Given the product CCOc1ccc2ccc(OC(CC)C(=O)NC(C)(C)C#N)cc2c1, predict the reactants needed to synthesize it. The reactants are: CC(C)(N)C#N.CCOc1ccc2ccc(OC(CC)C(=O)O)cc2c1. (3) Given the product CC(=O)N1CCN(c2nccc(Oc3ccccc3CNC(=O)Nc3cc(C(C)(C)C)nn3-c3ccc(C)cc3)n2)CC1, predict the reactants needed to synthesize it. The reactants are: CC(=O)N1CCNCC1.Cc1ccc(-n2nc(C(C)(C)C)cc2NC(=O)NCc2ccccc2Oc2ccnc(Cl)n2)cc1. (4) Given the product COC(=O)c1ccc(Oc2cccc(F)c2)c(Br)c1, predict the reactants needed to synthesize it. The reactants are: COC(=O)c1ccc(F)c(Br)c1.Oc1cccc(F)c1. (5) Given the product CC(C)(C)OC(=O)Nc1noc2cc(CNC(=O)Cc3c(C#N)ccc(NCC(F)(F)c4ccccn4)[n+]3[O-])ccc12, predict the reactants needed to synthesize it. The reactants are: CC(C)(C)OC(=O)Nc1noc2cc(CNC(=O)Cc3c(C#N)ccc(Cl)[n+]3[O-])ccc12.NCC(F)(F)c1ccccn1. (6) Given the product CC(O)c1cccc(C(N)=O)n1, predict the reactants needed to synthesize it. The reactants are: C[Mg+].NC(=O)c1cccc(C=O)n1.